This data is from Full USPTO retrosynthesis dataset with 1.9M reactions from patents (1976-2016). The task is: Predict the reactants needed to synthesize the given product. (1) Given the product [N:23]1([CH2:30][CH2:31][O:32][C:33]2[CH:40]=[CH:39][C:36]([CH2:37][CH2:2][CH2:1][NH:3][C:4]3[CH:9]=[CH:8][C:7]([O:10][CH3:11])=[CH:6][C:5]=3[CH:12]3[CH2:21][CH2:20][C:19]4[CH:18]=[C:17]([OH:22])[CH:16]=[CH:15][C:14]=4[CH2:13]3)=[CH:35][CH:34]=2)[CH2:29][CH2:28][CH2:27][CH2:26][CH2:25][CH2:24]1, predict the reactants needed to synthesize it. The reactants are: [CH2:1]([NH:3][C:4]1[CH:9]=[CH:8][C:7]([O:10][CH3:11])=[CH:6][C:5]=1[CH:12]1[CH2:21][CH2:20][C:19]2[CH:18]=[C:17]([OH:22])[CH:16]=[CH:15][C:14]=2[CH2:13]1)[CH3:2].[N:23]1([CH2:30][CH2:31][O:32][C:33]2[CH:40]=[CH:39][C:36]([CH:37]=O)=[CH:35][CH:34]=2)[CH2:29][CH2:28][CH2:27][CH2:26][CH2:25][CH2:24]1. (2) Given the product [NH3:8].[CH2:25]([O:24][C:22]1[CH:23]=[C:18]([N:16]2[CH:13]3[CH2:12][CH2:11][CH:10]2[CH2:9][N:8]([C:6]([O:5][C:1]([CH3:4])([CH3:2])[CH3:3])=[O:7])[CH2:15][CH2:14]3)[CH:19]=[N:20][CH:21]=1)[CH3:26], predict the reactants needed to synthesize it. The reactants are: [C:1]([O:5][C:6]([N:8]1[CH2:15][CH2:14][CH:13]2[NH:16][CH:10]([CH2:11][CH2:12]2)[CH2:9]1)=[O:7])([CH3:4])([CH3:3])[CH3:2].Cl[C:18]1[CH:19]=[N:20][CH:21]=[C:22]([O:24][CH2:25][CH3:26])[CH:23]=1.CC(C)([O-])C.[K+].[OH-].[Na+]. (3) Given the product [F:1][C:2]1[CH:3]=[CH:4][C:5]([C:8]2[CH:9]=[C:10]([C:18](=[O:20])[NH:52][CH2:51][C:48]3[CH:49]=[CH:50][C:45]([F:44])=[CH:46][CH:47]=3)[CH:11]=[C:12]([C:14]([O:16][CH3:17])=[O:15])[CH:13]=2)=[CH:6][CH:7]=1, predict the reactants needed to synthesize it. The reactants are: [F:1][C:2]1[CH:7]=[CH:6][C:5]([C:8]2[CH:13]=[C:12]([C:14]([O:16][CH3:17])=[O:15])[CH:11]=[C:10]([C:18]([OH:20])=O)[CH:9]=2)=[CH:4][CH:3]=1.CCN=C=NCCCN(C)C.Cl.C1C=CC2N(O)N=NC=2C=1.O.[F:44][C:45]1[CH:50]=[CH:49][C:48]([CH2:51][NH2:52])=[CH:47][CH:46]=1.C([O-])(O)=O.[Na+].